From a dataset of NCI-60 drug combinations with 297,098 pairs across 59 cell lines. Regression. Given two drug SMILES strings and cell line genomic features, predict the synergy score measuring deviation from expected non-interaction effect. (1) Cell line: SNB-19. Drug 2: COC1=NC(=NC2=C1N=CN2C3C(C(C(O3)CO)O)O)N. Drug 1: CN(C)C1=NC(=NC(=N1)N(C)C)N(C)C. Synergy scores: CSS=-5.34, Synergy_ZIP=4.65, Synergy_Bliss=0.934, Synergy_Loewe=-6.91, Synergy_HSA=-6.22. (2) Drug 1: CCC1=C2CN3C(=CC4=C(C3=O)COC(=O)C4(CC)O)C2=NC5=C1C=C(C=C5)O. Drug 2: CCN(CC)CCCC(C)NC1=C2C=C(C=CC2=NC3=C1C=CC(=C3)Cl)OC. Cell line: SF-268. Synergy scores: CSS=43.7, Synergy_ZIP=1.69, Synergy_Bliss=-1.26, Synergy_Loewe=-24.0, Synergy_HSA=0.618. (3) Drug 1: CC1C(C(CC(O1)OC2CC(CC3=C2C(=C4C(=C3O)C(=O)C5=C(C4=O)C(=CC=C5)OC)O)(C(=O)C)O)N)O.Cl. Drug 2: CC12CCC3C(C1CCC2O)C(CC4=C3C=CC(=C4)O)CCCCCCCCCS(=O)CCCC(C(F)(F)F)(F)F. Cell line: COLO 205. Synergy scores: CSS=30.9, Synergy_ZIP=7.59, Synergy_Bliss=12.3, Synergy_Loewe=-14.9, Synergy_HSA=10.00.